This data is from Reaction yield outcomes from USPTO patents with 853,638 reactions. The task is: Predict the reaction yield, written as a fraction of the theoretical maximum amount of product (1.0 means a 100% yield; for example, 0.34 means a 34% yield). The reactants are [NH:1]1[C:7]2[CH:8]=[CH:9][CH:10]=[CH:11][C:6]=2[C:5](=O)[CH2:4][CH2:3][CH2:2]1.Cl.[CH3:14][O:15][NH2:16].C([O-])(=O)C.[Na+].C(=O)([O-])[O-].[Na+].[Na+]. The catalyst is C(O)C. The product is [CH3:14][O:15]/[N:16]=[C:9]1/[CH2:8][CH2:7][NH:1][CH2:2][C:3]2[CH:4]=[CH:5][CH:6]=[CH:11][C:10]/1=2. The yield is 0.670.